Predict which catalyst facilitates the given reaction. From a dataset of Catalyst prediction with 721,799 reactions and 888 catalyst types from USPTO. (1) Reactant: [CH3:1][C:2]([CH3:22])([CH3:21])[CH2:3][CH2:4][C@@H:5]1[CH2:10][C@@H:9]([C:11]2[O:15][NH:14][C:13](=[O:16])[CH:12]=2)[CH2:8][CH2:7][N:6]1C(OC)=O. Product: [CH3:1][C:2]([CH3:22])([CH3:21])[CH2:3][CH2:4][C@@H:5]1[CH2:10][C@@H:9]([C:11]2[O:15][NH:14][C:13](=[O:16])[CH:12]=2)[CH2:8][CH2:7][NH:6]1. The catalyst class is: 201. (2) Reactant: [CH3:1][NH:2][CH3:3].C[O-].[Na+].[C:7]([O:13]C)(=O)[C:8]([O:10][CH3:11])=[O:9].P(=O)(O)(O)O. Product: [CH3:1][N:2]([CH3:3])[C:7](=[O:13])[C:8]([O:10][CH3:11])=[O:9]. The catalyst class is: 5. (3) Reactant: [CH2:1]([C:5]12[CH2:17][CH2:16][C:15](=[O:18])[C:14]([C:19]3[CH:24]=[CH:23][C:22]([OH:25])=[CH:21][CH:20]=3)=[C:13]1[C:12]1[C:7](=[CH:8][C:9]([O:26]C)=[CH:10][CH:11]=1)[CH2:6]2)[CH2:2][CH2:3][CH3:4].[Al+3].[Cl-].[Cl-].[Cl-].CC(S)C.Cl. Product: [CH2:1]([C:5]12[CH2:17][CH2:16][C:15](=[O:18])[C:14]([C:19]3[CH:20]=[CH:21][C:22]([OH:25])=[CH:23][CH:24]=3)=[C:13]1[C:12]1[C:7](=[CH:8][C:9]([OH:26])=[CH:10][CH:11]=1)[CH2:6]2)[CH2:2][CH2:3][CH3:4]. The catalyst class is: 91. (4) Reactant: Br[C:2]1[CH:3]=[C:4]([CH3:12])[CH:5]=[C:6]2[C:11]=1[N:10]=[CH:9][N:8]=[CH:7]2.[CH2:13](N(CC)CC)[CH3:14].C([B-](F)(F)F)=C.[K+]. Product: [CH3:12][C:4]1[CH:5]=[C:6]2[C:11](=[C:2]([CH:13]=[CH2:14])[CH:3]=1)[N:10]=[CH:9][N:8]=[CH:7]2. The catalyst class is: 41. (5) Reactant: Br[C:2]1[CH:7]=[CH:6][CH:5]=[CH:4][C:3]=1[N:8]1[CH2:13][CH2:12][O:11][CH2:10][CH2:9]1.B1(B2OC(C)(C)C(C)(C)O2)OC(C)(C)C(C)(C)O1.C([O-])(=O)C.[K+].[ClH:37].[N:38]12[CH2:45][CH2:44][CH:41]([CH2:42][CH2:43]1)[C@@H:40]([NH:46][C:47]([C:49]1[S:50][C:51]3[C:57](Br)=[CH:56][CH:55]=[CH:54][C:52]=3[CH:53]=1)=[O:48])[CH2:39]2.C(=O)([O-])[O-].[Na+].[Na+]. Product: [ClH:37].[N:38]12[CH2:43][CH2:42][CH:41]([CH2:44][CH2:45]1)[C@@H:40]([NH:46][C:47]([C:49]1[S:50][C:51]3[C:57]([C:2]4[CH:7]=[CH:6][CH:5]=[CH:4][C:3]=4[N:8]4[CH2:13][CH2:12][O:11][CH2:10][CH2:9]4)=[CH:56][CH:55]=[CH:54][C:52]=3[CH:53]=1)=[O:48])[CH2:39]2. The catalyst class is: 151. (6) Reactant: [NH2:1][NH2:2].[CH3:3][O:4][C:5]1[N:10]=[CH:9][C:8]([C:11]([C:13]2[CH:21]=[CH:20][CH:19]=[CH:18][C:14]=2[C:15](O)=[O:16])=O)=[CH:7][CH:6]=1. Product: [CH3:3][O:4][C:5]1[N:10]=[CH:9][C:8]([C:11]2[C:13]3[C:14](=[CH:18][CH:19]=[CH:20][CH:21]=3)[C:15](=[O:16])[NH:2][N:1]=2)=[CH:7][CH:6]=1. The catalyst class is: 8.